From a dataset of Catalyst prediction with 721,799 reactions and 888 catalyst types from USPTO. Predict which catalyst facilitates the given reaction. (1) Reactant: [C:1]([NH:24][CH:25]([CH3:35])[CH2:26][NH:27]C(=O)OC(C)(C)C)(=[O:23])[CH2:2][CH2:3]/[CH:4]=[CH:5]\[CH2:6]/[CH:7]=[CH:8]\[CH2:9]/[CH:10]=[CH:11]\[CH2:12]/[CH:13]=[CH:14]\[CH2:15]/[CH:16]=[CH:17]\[CH2:18]/[CH:19]=[CH:20]\[CH2:21][CH3:22].C(O)(C(F)(F)F)=O.C([O-])([O-])=O.[Na+].[Na+]. Product: [NH2:27][CH2:26][CH:25]([NH:24][C:1](=[O:23])[CH2:2][CH2:3]/[CH:4]=[CH:5]\[CH2:6]/[CH:7]=[CH:8]\[CH2:9]/[CH:10]=[CH:11]\[CH2:12]/[CH:13]=[CH:14]\[CH2:15]/[CH:16]=[CH:17]\[CH2:18]/[CH:19]=[CH:20]\[CH2:21][CH3:22])[CH3:35]. The catalyst class is: 2. (2) Reactant: CS(O[CH2:6][CH:7]1[C:11]2([CH2:16][CH2:15][CH2:14][CH2:13][CH2:12]2)[O:10][N:9]=[C:8]1[C:17]1[CH:22]=[CH:21][C:20]([O:23][C:24]2[CH:29]=[CH:28][C:27]([Cl:30])=[CH:26][CH:25]=2)=[CH:19][CH:18]=1)(=O)=O.C([O-])([O-])=O.[Cs+].[Cs+]. Product: [Cl:30][C:27]1[CH:28]=[CH:29][C:24]([O:23][C:20]2[CH:19]=[CH:18][C:17]([C:8]3[C:7](=[CH2:6])[C:11]4([CH2:16][CH2:15][CH2:14][CH2:13][CH2:12]4)[O:10][N:9]=3)=[CH:22][CH:21]=2)=[CH:25][CH:26]=1. The catalyst class is: 23. (3) Reactant: [NH3:1].Cl[C:3]1[C:8]([C:9]#[N:10])=[CH:7][C:6]([C:11]2[CH:16]=[CH:15][N:14]=[CH:13][CH:12]=2)=[C:5]([C:17]2[O:18][CH:19]=[CH:20][CH:21]=2)[N:4]=1. Product: [NH2:1][C:3]1[C:8]([C:9]#[N:10])=[CH:7][C:6]([C:11]2[CH:16]=[CH:15][N:14]=[CH:13][CH:12]=2)=[C:5]([C:17]2[O:18][CH:19]=[CH:20][CH:21]=2)[N:4]=1. The catalyst class is: 8. (4) Reactant: [NH2:1][C:2]1[N:7]=[C:6]([N:8]2[CH2:29][CH2:28][C:11]3([CH2:15][N:14]([C:16]([O:18][C:19]([CH3:22])([CH3:21])[CH3:20])=[O:17])[C@H:13]([C:23]([O:25][CH2:26][CH3:27])=[O:24])[CH2:12]3)[CH2:10][CH2:9]2)[CH:5]=[C:4]([CH2:30][O:31][C:32]2[CH:37]=[CH:36][C:35](Br)=[CH:34][CH:33]=2)[N:3]=1.[CH3:39][C:40]1[C:48]2[C:43](=[CH:44][C:45](B3OC(C)(C)C(C)(C)O3)=[CH:46][CH:47]=2)[NH:42][N:41]=1.C([O-])([O-])=O.[Na+].[Na+]. Product: [NH2:1][C:2]1[N:7]=[C:6]([N:8]2[CH2:29][CH2:28][C:11]3([CH2:15][N:14]([C:16]([O:18][C:19]([CH3:22])([CH3:21])[CH3:20])=[O:17])[C@H:13]([C:23]([O:25][CH2:26][CH3:27])=[O:24])[CH2:12]3)[CH2:10][CH2:9]2)[CH:5]=[C:4]([CH2:30][O:31][C:32]2[CH:37]=[CH:36][C:35]([C:45]3[CH:44]=[C:43]4[C:48]([C:40]([CH3:39])=[N:41][NH:42]4)=[CH:47][CH:46]=3)=[CH:34][CH:33]=2)[N:3]=1. The catalyst class is: 75. (5) Reactant: [F:1][C:2]1[CH:3]=[CH:4][C:5]([C:12]#[C:13][Si](C)(C)C)=[C:6]([CH2:8][C:9]([NH2:11])=[O:10])[CH:7]=1.CCCC[N+](CCCC)(CCCC)CCCC.[F-].O. Product: [C:12]([C:5]1[CH:4]=[CH:3][C:2]([F:1])=[CH:7][C:6]=1[CH2:8][C:9]([NH2:11])=[O:10])#[CH:13]. The catalyst class is: 2.